This data is from Reaction yield outcomes from USPTO patents with 853,638 reactions. The task is: Predict the reaction yield, written as a fraction of the theoretical maximum amount of product (1.0 means a 100% yield; for example, 0.34 means a 34% yield). (1) The reactants are C([O:3][C:4]([C:6]1[C:7]([C:12]2[CH:17]=[CH:16][C:15]([Cl:18])=[CH:14][CH:13]=2)=[N:8][O:9][C:10]=1[CH3:11])=O)C.C(OC(C1C(C2C=CC=C(F)C=2)=NOC=1C)=O)C. No catalyst specified. The product is [Cl:18][C:15]1[CH:14]=[CH:13][C:12]([C:7]2[C:6]([CH2:4][OH:3])=[C:10]([CH3:11])[O:9][N:8]=2)=[CH:17][CH:16]=1. The yield is 0.650. (2) The catalyst is C1COCC1. The yield is 0.479. The product is [NH2:27][C:26]1[C:25]2[C:24](=[CH:31][CH:30]=[CH:29][C:28]=2[F:32])[NH:23][C:4](=[O:22])[C:5]=1[C:6]1[NH:10][C:9]2[CH:11]=[C:12]([N:15]3[CH2:16][CH2:17][N:18]([CH3:21])[CH2:19][CH2:20]3)[CH:13]=[CH:14][C:8]=2[N:7]=1. The reactants are C(O[C:4](=[O:22])[CH2:5][C:6]1[NH:10][C:9]2[CH:11]=[C:12]([N:15]3[CH2:20][CH2:19][N:18]([CH3:21])[CH2:17][CH2:16]3)[CH:13]=[CH:14][C:8]=2[N:7]=1)C.[NH2:23][C:24]1[CH:31]=[CH:30][CH:29]=[C:28]([F:32])[C:25]=1[C:26]#[N:27].C[Si]([N-][Si](C)(C)C)(C)C.[K+].[K]. (3) The reactants are S(S([O-])=O)([O-])=O.[Na+].[Na+].[CH3:9][N:10]1[C:18]2[N:17]=[C:16]([S:19][CH:20]([CH2:26][CH3:27])[C:21]([O:23][CH2:24][CH3:25])=[O:22])[N:15]([CH2:28][C:29]3[CH:34]=[CH:33][CH:32]=[C:31]([N+:35]([O-])=O)[CH:30]=3)[C:14]=2[C:13](=[O:38])[NH:12][C:11]1=[O:39].CN(C=O)C.Cl. The catalyst is O. The product is [NH2:35][C:31]1[CH:30]=[C:29]([CH:34]=[CH:33][CH:32]=1)[CH2:28][N:15]1[C:14]2[C:13](=[O:38])[NH:12][C:11](=[O:39])[N:10]([CH3:9])[C:18]=2[N:17]=[C:16]1[S:19][CH:20]([CH2:26][CH3:27])[C:21]([O:23][CH2:24][CH3:25])=[O:22]. The yield is 0.370. (4) The reactants are [CH2:1]([O:3][C:4](=[O:16])[C:5](=O)[CH2:6][C:7](=O)[C:8]1[CH:13]=[CH:12][CH:11]=[CH:10][CH:9]=1)[CH3:2].C(O)(=O)C.O.[NH2:22][NH2:23].C([O-])(O)=O.[Na+]. The catalyst is O. The product is [CH2:1]([O:3][C:4]([C:5]1[CH:6]=[C:7]([C:8]2[CH:13]=[CH:12][CH:11]=[CH:10][CH:9]=2)[NH:23][N:22]=1)=[O:16])[CH3:2]. The yield is 0.880. (5) The product is [F:14][C:15]([F:30])([F:29])[C:16]1[CH:17]=[C:18]([CH:22]=[C:23]([C:25]([F:28])([F:27])[F:26])[CH:24]=1)[C:19]([N:11]=[C:9]1[N:8]([CH:32]([CH2:37][CH3:38])[C:33]([OH:35])=[O:34])[C:7]2[CH:12]=[CH:13][C:4]([O:3][CH2:1][CH3:2])=[CH:5][C:6]=2[S:10]1)=[O:20]. The reactants are [CH2:1]([O:3][C:4]1[CH:13]=[CH:12][C:7]2[N:8]=[C:9]([NH2:11])[S:10][C:6]=2[CH:5]=1)[CH3:2].[F:14][C:15]([F:30])([F:29])[C:16]1[CH:17]=[C:18]([CH:22]=[C:23]([C:25]([F:28])([F:27])[F:26])[CH:24]=1)[C:19](Cl)=[O:20].Br[CH:32]([CH2:37][CH3:38])[C:33]([O:35]C)=[O:34].COC1C=CC2N=C(N)SC=2C=1.ClC1C=C(C=CC=1)C(Cl)=O.BrCC(OCC)=O. No catalyst specified. The yield is 0.230. (6) The reactants are [O:1]1CCO[CH:2]1[C:6]1[CH:13]=[CH:12][C:9]([CH2:10][NH2:11])=[CH:8][CH:7]=1.C(O)(=O)CCCCCCC.C1CCC(N=C=NC2CCCCC2)CC1.C1C=CC2N(O)N=NC=2C=1. The catalyst is ClCCl. The product is [C:10]([C:9]1[CH:12]=[CH:13][C:6]([CH:2]=[O:1])=[CH:7][CH:8]=1)#[N:11]. The yield is 0.400. (7) The reactants are CC1C=CC(S(Cl)(=O)=O)=CC=1.[CH2:12]([OH:20])[CH2:13][C:14]#[C:15][CH2:16][CH2:17][CH2:18][CH3:19].N1C=CC=CC=1.CC1C=CC(S(OCCC#CCCCC)(=O)=O)=CC=1.[O:46]=[CH:47][C:48]1[CH:56]=[CH:55][C:53](O)=[C:50]([O:51][CH3:52])[CH:49]=1. The catalyst is C(Cl)Cl. The product is [CH3:52][O:51][C:50]1[CH:49]=[C:48]([CH:56]=[CH:55][C:53]=1[O:20][CH2:12][CH2:13][C:14]#[C:15][CH2:16][CH2:17][CH2:18][CH3:19])[CH:47]=[O:46]. The yield is 0.160. (8) The catalyst is O1CCCC1.C1(C)C=CC=CC=1. The product is [F:1][C:2]1[C:3]([CH2:22][OH:23])=[CH:4][N:5]([S:13]([C:16]2[CH:17]=[CH:18][CH:19]=[CH:20][CH:21]=2)(=[O:15])=[O:14])[C:6]=1[C:7]1[CH:8]=[CH:9][CH:10]=[CH:11][CH:12]=1. The reactants are [F:1][C:2]1[C:3]([C:22](OCC)=[O:23])=[CH:4][N:5]([S:13]([C:16]2[CH:21]=[CH:20][CH:19]=[CH:18][CH:17]=2)(=[O:15])=[O:14])[C:6]=1[C:7]1[CH:12]=[CH:11][CH:10]=[CH:9][CH:8]=1.[H-].C([Al+]CC(C)C)C(C)C.Cl. The yield is 0.750. (9) The reactants are [OH:1][CH:2]1[CH2:5][N:4]([C:6]([O:8][CH2:9][C:10]2[CH:15]=[CH:14][CH:13]=[CH:12][CH:11]=2)=[O:7])[CH2:3]1.CC(OI1(OC(C)=O)(OC(C)=O)OC(=O)C2C=CC=CC1=2)=O. The catalyst is ClCCl. The product is [O:1]=[C:2]1[CH2:5][N:4]([C:6]([O:8][CH2:9][C:10]2[CH:15]=[CH:14][CH:13]=[CH:12][CH:11]=2)=[O:7])[CH2:3]1. The yield is 0.990.